The task is: Predict the reaction yield, written as a fraction of the theoretical maximum amount of product (1.0 means a 100% yield; for example, 0.34 means a 34% yield).. This data is from Reaction yield outcomes from USPTO patents with 853,638 reactions. (1) The catalyst is CN(C=O)C. The reactants are [NH2:1][C:2]1[C:7]([N+:8]([O-:10])=[O:9])=[CH:6][CH:5]=[C:4](Cl)[N:3]=1.[C:12]([NH:15][C:16]1[CH:21]=[CH:20][C:19]([OH:22])=[CH:18][CH:17]=1)(=[O:14])[CH3:13].C([O-])([O-])=O.[K+].[K+]. The yield is 0.940. The product is [N+:8]([C:7]1[C:2]([NH2:1])=[N:3][C:4]([O:22][C:19]2[CH:18]=[CH:17][C:16]([NH:15][C:12](=[O:14])[CH3:13])=[CH:21][CH:20]=2)=[CH:5][CH:6]=1)([O-:10])=[O:9]. (2) The reactants are Br[CH2:2][C:3]([O:5][CH3:6])=[O:4].[NH2:7][C@@H:8]1[CH2:10][C@H:9]1[C:11]1[CH:26]=[CH:25][C:14]([O:15][CH2:16][C:17]2[CH:24]=[CH:23][C:20]([C:21]#[N:22])=[CH:19][CH:18]=2)=[CH:13][CH:12]=1.CCN(C(C)C)C(C)C. The catalyst is CC#N. The product is [CH3:6][O:5][C:3](=[O:4])[CH2:2][NH:7][C@@H:8]1[CH2:10][C@H:9]1[C:11]1[CH:12]=[CH:13][C:14]([O:15][CH2:16][C:17]2[CH:24]=[CH:23][C:20]([C:21]#[N:22])=[CH:19][CH:18]=2)=[CH:25][CH:26]=1. The yield is 0.440. (3) The reactants are [CH3:1][O:2][C:3]1[CH:15]=[C:14]([O:16][CH3:17])[CH:13]=[CH:12][C:4]=1[CH2:5][NH:6][C:7]1[S:8][CH:9]=[CH:10][N:11]=1.C[Si](C)(C)[N-][Si](C)(C)C.[Li+].Cl[S:29]([C:32]1[CH:40]=[CH:39][C:35]([C:36]([OH:38])=[O:37])=[CH:34][CH:33]=1)(=[O:31])=[O:30]. The catalyst is C1COCC1. The product is [CH3:1][O:2][C:3]1[CH:15]=[C:14]([O:16][CH3:17])[CH:13]=[CH:12][C:4]=1[CH2:5][N:6]([C:7]1[S:8][CH:9]=[CH:10][N:11]=1)[S:29]([C:32]1[CH:33]=[CH:34][C:35]([C:36]([OH:38])=[O:37])=[CH:39][CH:40]=1)(=[O:31])=[O:30]. The yield is 0.400. (4) The reactants are [NH:1]1[C:9]2[C:4](=[CH:5][CH:6]=[CH:7][CH:8]=2)[C:3](/[CH:10]=[CH:11]/[C:12]2[CH:17]=[CH:16][CH:15]=[CH:14][C:13]=2[NH2:18])=[N:2]1.CO[CH:21]1[CH2:25][CH2:24][CH:23](OC)O1.O. The catalyst is C(O)(=O)C. The product is [N:18]1([C:13]2[CH:14]=[CH:15][CH:16]=[CH:17][C:12]=2/[CH:11]=[CH:10]/[C:3]2[C:4]3[C:9](=[CH:8][CH:7]=[CH:6][CH:5]=3)[NH:1][N:2]=2)[CH:21]=[CH:25][CH:24]=[CH:23]1. The yield is 0.200. (5) The reactants are Cl[C:2]1[N:7]=[C:6]([CH3:8])[C:5]([CH2:9][C:10]([O:12][CH3:13])=[O:11])=[C:4]([C:14]2[CH:19]=[CH:18][CH:17]=[CH:16][CH:15]=2)[N:3]=1.[NH:20]1[CH2:25][CH2:24][CH2:23][CH2:22][CH2:21]1. The catalyst is C1COCC1.C(=O)([O-])O.[Na+]. The product is [CH3:8][C:6]1[C:5]([CH2:9][C:10]([O:12][CH3:13])=[O:11])=[C:4]([C:14]2[CH:19]=[CH:18][CH:17]=[CH:16][CH:15]=2)[N:3]=[C:2]([N:20]2[CH2:25][CH2:24][CH2:23][CH2:22][CH2:21]2)[N:7]=1. The yield is 0.630. (6) The reactants are C[O:2][C:3](=[O:41])[CH2:4][C:5]1[CH:10]=[CH:9][CH:8]=[C:7]([O:11][CH2:12][CH2:13][CH2:14][N:15]([CH2:27][CH:28]([C:35]2[CH:40]=[CH:39][CH:38]=[CH:37][CH:36]=2)[C:29]2[CH:34]=[CH:33][CH:32]=[CH:31][CH:30]=2)[CH2:16][C:17]2[CH:22]=[CH:21][CH:20]=[C:19]([C:23]([F:26])([F:25])[F:24])[CH:18]=2)[CH:6]=1.[OH-].[Na+]. The catalyst is CO. The product is [C:35]1([CH:28]([C:29]2[CH:30]=[CH:31][CH:32]=[CH:33][CH:34]=2)[CH2:27][N:15]([CH2:16][C:17]2[CH:22]=[CH:21][CH:20]=[C:19]([C:23]([F:24])([F:25])[F:26])[CH:18]=2)[CH2:14][CH2:13][CH2:12][O:11][C:7]2[CH:6]=[C:5]([CH2:4][C:3]([OH:41])=[O:2])[CH:10]=[CH:9][CH:8]=2)[CH:40]=[CH:39][CH:38]=[CH:37][CH:36]=1. The yield is 0.870. (7) The reactants are [SH:1][C:2]1[NH:3][C:4]2[C:9]([CH:10]=1)=[CH:8][CH:7]=[CH:6][CH:5]=2.Cl[N:12]1[CH:17]=[CH:16][CH:15]=[C:14]([O:18][CH3:19])[NH:13]1.C(=O)([O-])[O-].[K+].[K+]. The catalyst is CC(C)=O. The product is [CH3:19][O:18][C:14]1[N:13]=[N:12][C:17]([S:1][C:2]2[NH:3][C:4]3[C:9]([CH:10]=2)=[CH:8][CH:7]=[CH:6][CH:5]=3)=[CH:16][CH:15]=1. The yield is 0.310.